Predict the product of the given reaction. From a dataset of Forward reaction prediction with 1.9M reactions from USPTO patents (1976-2016). (1) Given the reactants [CH2:1]([N:8]1[C:12]([C:13](=[O:21])[C:14]2[CH:19]=[CH:18][C:17]([Cl:20])=[CH:16][CH:15]=2)=[CH:11][CH:10]=[C:9]1[CH2:22][C:23]#N)[C:2]1[CH:7]=[CH:6][CH:5]=[CH:4][CH:3]=1.C(O)C.[OH-:28].[Na+].[OH2:30], predict the reaction product. The product is: [CH2:1]([N:8]1[C:12]([C:13](=[O:21])[C:14]2[CH:19]=[CH:18][C:17]([Cl:20])=[CH:16][CH:15]=2)=[CH:11][CH:10]=[C:9]1[CH2:22][C:23]([OH:30])=[O:28])[C:2]1[CH:7]=[CH:6][CH:5]=[CH:4][CH:3]=1. (2) Given the reactants [C:1]1([NH2:8])[CH:6]=[CH:5][CH:4]=[CH:3][C:2]=1[NH2:7].[C:9](=O)(OC)OC, predict the reaction product. The product is: [CH3:9][NH:7][C:2]1[CH:3]=[CH:4][CH:5]=[CH:6][C:1]=1[NH2:8]. (3) Given the reactants N12CCCN=C1CCCCC2.CO[C:14](=[O:37])[C:15]1[CH:20]=[CH:19][CH:18]=[C:17]([CH2:21][NH:22][C:23]([O:25][CH2:26][C:27]2[CH:32]=[CH:31][CH:30]=[CH:29][CH:28]=2)=[O:24])[C:16]=1[C:33]([O:35]C)=O.Cl.[NH2:39][CH:40]1[CH2:46][CH2:45][C:44](=[O:47])[NH:43][C:41]1=[O:42].O, predict the reaction product. The product is: [CH2:26]([O:25][C:23](=[O:24])[NH:22][CH2:21][C:17]1[CH:18]=[CH:19][CH:20]=[C:15]2[C:16]=1[C:33](=[O:35])[N:39]([CH:40]1[CH2:46][CH2:45][C:44](=[O:47])[NH:43][C:41]1=[O:42])[C:14]2=[O:37])[C:27]1[CH:28]=[CH:29][CH:30]=[CH:31][CH:32]=1. (4) Given the reactants [NH:1]1[C:6]2[CH:7]=[CH:8][CH:9]=[CH:10][C:5]=2[C:4](=[O:11])OC1=O.[NH2:13][CH2:14][CH2:15][CH2:16][CH2:17][OH:18], predict the reaction product. The product is: [OH:18][CH2:17][CH2:16][CH2:15][CH2:14][NH:13][C:4](=[O:11])[C:5]1[CH:10]=[CH:9][CH:8]=[CH:7][C:6]=1[NH2:1].